Predict the reaction yield, written as a fraction of the theoretical maximum amount of product (1.0 means a 100% yield; for example, 0.34 means a 34% yield). From a dataset of Reaction yield outcomes from USPTO patents with 853,638 reactions. (1) The yield is 0.890. No catalyst specified. The reactants are [F:1][C:2]1[CH:3]=[C:4]2[C:9](=[CH:10][CH:11]=1)[N:8]=[C:7]([NH:12][C:13](=[O:17])OCC)[C:6]([O:18][CH3:19])=[N:5]2.[N+:20]([C:23]1[CH:28]=[CH:27][C:26]([N:29]2[CH2:34][CH2:33][NH:32][CH2:31][CH2:30]2)=[CH:25][CH:24]=1)([O-:22])=[O:21]. The product is [F:1][C:2]1[CH:3]=[C:4]2[C:9](=[CH:10][CH:11]=1)[N:8]=[C:7]([NH:12][C:13]([N:32]1[CH2:33][CH2:34][N:29]([C:26]3[CH:25]=[CH:24][C:23]([N+:20]([O-:22])=[O:21])=[CH:28][CH:27]=3)[CH2:30][CH2:31]1)=[O:17])[C:6]([O:18][CH3:19])=[N:5]2. (2) The reactants are [Cl:1][C:2]1[CH:7]=[C:6]([CH3:8])[NH:5][C:4](=[O:9])[C:3]=1[C:10]#[N:11].[CH3:12]CCCCCC.CCOC(C)=O. The catalyst is C(Cl)Cl. The product is [Cl:1][C:2]1[C:3]([C:10]#[N:11])=[C:4]([O:9][CH3:12])[N:5]=[C:6]([CH3:8])[CH:7]=1. The yield is 0.336. (3) The reactants are [Cl:1][C:2]1[N:7]=[C:6]([C:8](OC)=[O:9])[CH:5]=[C:4]([CH3:12])[N:3]=1.O.[BH4-].[Na+]. The catalyst is CO. The product is [OH:9][CH2:8][C:6]1[CH:5]=[C:4]([CH3:12])[N:3]=[C:2]([Cl:1])[N:7]=1. The yield is 0.760. (4) The reactants are C(N(CC)CC)C.Cl[C:9]1[CH:16]=[CH:15][C:12]([C:13]#[N:14])=[CH:11][N:10]=1.[CH3:17][C@@H:18]1[CH2:23][NH:22][CH2:21][CH2:20][NH:19]1.Cl.C(N(CC)CC)C. The catalyst is CN(C=O)C.CCOC(C)=O.O. The product is [CH3:17][C@H:18]1[NH:19][CH2:20][CH2:21][N:22]([C:9]2[CH:16]=[CH:15][C:12]([C:13]#[N:14])=[CH:11][N:10]=2)[CH2:23]1. The yield is 0.590. (5) The reactants are [C:1]([O:5][P:6]([CH:13]([C:15]1[CH:16]=[N:17][C:18]([CH3:30])=[C:19]([O:22]CC2C=CC=CC=2)[C:20]=1[CH3:21])[OH:14])(=[O:12])[O:7][C:8]([CH3:11])([CH3:10])[CH3:9])([CH3:4])([CH3:3])[CH3:2]. The catalyst is CO.[Pd]. The product is [C:1]([O:5][P:6]([CH:13]([OH:14])[C:15]1[CH:16]=[N:17][C:18]([CH3:30])=[C:19]([OH:22])[C:20]=1[CH3:21])(=[O:12])[O:7][C:8]([CH3:11])([CH3:10])[CH3:9])([CH3:2])([CH3:3])[CH3:4]. The yield is 0.680. (6) The reactants are [CH2:1]([O:3][C:4](=[O:16])[CH2:5][N:6]1[C:14]2[C:9](=[CH:10][CH:11]=[C:12]([OH:15])[CH:13]=2)[CH:8]=[CH:7]1)[CH3:2].Cl[CH2:18][C:19]1[C:20]([CH:35]2[CH2:37][CH2:36]2)=[N:21][C:22]([C:25]2[CH:30]=[CH:29][C:28]([C:31]([F:34])([F:33])[F:32])=[CH:27][CH:26]=2)=[N:23][CH:24]=1.C(=O)([O-])[O-].[Cs+].[Cs+].[I-].[K+]. The catalyst is CC(C)=O. The product is [CH2:1]([O:3][C:4](=[O:16])[CH2:5][N:6]1[C:14]2[C:9](=[CH:10][CH:11]=[C:12]([O:15][CH2:18][C:19]3[C:20]([CH:35]4[CH2:37][CH2:36]4)=[N:21][C:22]([C:25]4[CH:26]=[CH:27][C:28]([C:31]([F:33])([F:34])[F:32])=[CH:29][CH:30]=4)=[N:23][CH:24]=3)[CH:13]=2)[CH:8]=[CH:7]1)[CH3:2]. The yield is 0.630.